This data is from Forward reaction prediction with 1.9M reactions from USPTO patents (1976-2016). The task is: Predict the product of the given reaction. (1) Given the reactants [Br:1][C:2]1[CH:10]=[C:9](/[CH:11]=[CH:12]/[CH:13]([C:18]2[CH:23]=[C:22]([Cl:24])[C:21]([Cl:25])=[C:20]([Cl:26])[CH:19]=2)[C:14]([F:17])([F:16])[F:15])[CH:8]=[CH:7][C:3]=1[C:4]([OH:6])=O.O.N1(O)C2C=CC=C[C:31]=2N=N1.CN(C(ON1N=NC2C=CC=CC1=2)=[N+](C)C)C.F[P-](F)(F)(F)(F)F.Cl.[F:63][C:64]([F:75])([F:74])[CH2:65][NH:66][C:67]([CH:69]([NH2:73])[CH:70](C)C)=[O:68].C(N(C(C)C)CC)(C)C, predict the reaction product. The product is: [Br:1][C:2]1[CH:10]=[C:9](/[CH:11]=[CH:12]/[CH:13]([C:18]2[CH:23]=[C:22]([Cl:24])[C:21]([Cl:25])=[C:20]([Cl:26])[CH:19]=2)[C:14]([F:15])([F:16])[F:17])[CH:8]=[CH:7][C:3]=1[C:4]([NH:73][C:69]([CH3:70])([CH3:31])[C:67](=[O:68])[NH:66][CH2:65][C:64]([F:63])([F:74])[F:75])=[O:6]. (2) The product is: [Cl:13][C:14]1[CH:15]=[CH:16][C:17]([C:20]2[N:24]=[C:23]([CH2:25][N:26]([CH:27]([CH3:29])[CH3:28])[C:9](=[O:10])[CH2:8][O:7][C:4]3[CH:5]=[CH:6][C:1]([CH3:12])=[CH:2][CH:3]=3)[O:22][N:21]=2)=[CH:18][CH:19]=1. Given the reactants [C:1]1([CH3:12])[CH:6]=[CH:5][C:4]([O:7][CH2:8][C:9](Cl)=[O:10])=[CH:3][CH:2]=1.[Cl:13][C:14]1[CH:19]=[CH:18][C:17]([C:20]2[N:24]=[C:23]([CH2:25][NH:26][CH:27]([CH3:29])[CH3:28])[O:22][N:21]=2)=[CH:16][CH:15]=1.C(N(CC)CC)C, predict the reaction product.